From a dataset of Peptide-MHC class II binding affinity with 134,281 pairs from IEDB. Regression. Given a peptide amino acid sequence and an MHC pseudo amino acid sequence, predict their binding affinity value. This is MHC class II binding data. (1) The peptide sequence is LNDNTKNKVNLLTHS. The MHC is DRB1_0101 with pseudo-sequence DRB1_0101. The binding affinity (normalized) is 0.430. (2) The peptide sequence is AGWLAFFRDLVARGL. The MHC is HLA-DQA10102-DQB10602 with pseudo-sequence HLA-DQA10102-DQB10602. The binding affinity (normalized) is 0.633. (3) The peptide sequence is KASFEEGKCGLNSVD. The MHC is DRB1_1101 with pseudo-sequence DRB1_1101. The binding affinity (normalized) is 0.308. (4) The peptide sequence is VKEIPPRLLYAKSSP. The MHC is DRB1_1101 with pseudo-sequence DRB1_1101. The binding affinity (normalized) is 0.384. (5) The MHC is HLA-DPA10201-DPB11401 with pseudo-sequence HLA-DPA10201-DPB11401. The peptide sequence is NRNNTFKPFAEYKSD. The binding affinity (normalized) is 0.0184. (6) The peptide sequence is AFLLLGLAGNSSPSA. The MHC is DRB1_1101 with pseudo-sequence DRB1_1101. The binding affinity (normalized) is 0.507. (7) The peptide sequence is ILPIAEMSVVAMEFG. The MHC is HLA-DQA10301-DQB10302 with pseudo-sequence HLA-DQA10301-DQB10302. The binding affinity (normalized) is 0.449. (8) The peptide sequence is KKEGNTSLLWNGPMAVS. The MHC is HLA-DQA10103-DQB10603 with pseudo-sequence HLA-DQA10103-DQB10603. The binding affinity (normalized) is 0.446.